This data is from HIV replication inhibition screening data with 41,000+ compounds from the AIDS Antiviral Screen. The task is: Binary Classification. Given a drug SMILES string, predict its activity (active/inactive) in a high-throughput screening assay against a specified biological target. (1) The molecule is C1COCCOCCOCCOCCOCCO1.C[Sn](C)(Cl)Cl. The result is 0 (inactive). (2) The molecule is CCOc1ccc(NC(=O)C2=C(C)NC(C)=C(C(=O)Nc3ccc(OCC)cc3)C2c2ccc(O)c(OC)c2)cc1. The result is 0 (inactive). (3) The result is 0 (inactive). The drug is Oc1c(Cl)cc(Cl)c2cccnc12. (4) The drug is Cc1nn(-c2ccccc2)c2c1CC(=O)Nc1ccccc1-2. The result is 0 (inactive). (5) The compound is [N-]=[N+]=Nc1cccc(-c2nnc(Cl)cc2O)c1. The result is 0 (inactive). (6) The result is 0 (inactive). The compound is O=c1c2ccccc2c(=O)n2n1CC=CC2.